From a dataset of Forward reaction prediction with 1.9M reactions from USPTO patents (1976-2016). Predict the product of the given reaction. (1) Given the reactants [Br:1][C:2]1[C:3]([C:9]2[S:13][C:12]([CH:14]([C:20]3[CH:25]=[CH:24][CH:23]=[CH:22][CH:21]=3)[O:15][Si](C)(C)C)=[N:11][CH:10]=2)=[N:4][C:5](Cl)=[N:6][CH:7]=1.[NH2:26][CH2:27][CH2:28][N:29]1[C:33]([CH3:35])([CH3:34])[C:32](=[O:36])[NH:31][C:30]1=[O:37].C(N(CC)C(C)C)(C)C.C(Cl)(Cl)Cl.[F-].C([N+](CCCC)(CCCC)CCCC)CCC, predict the reaction product. The product is: [Br:1][C:2]1[C:3]([C:9]2[S:13][C:12]([CH:14]([OH:15])[C:20]3[CH:25]=[CH:24][CH:23]=[CH:22][CH:21]=3)=[N:11][CH:10]=2)=[N:4][C:5]([NH:26][CH2:27][CH2:28][N:29]2[C:33]([CH3:34])([CH3:35])[C:32](=[O:36])[NH:31][C:30]2=[O:37])=[N:6][CH:7]=1. (2) The product is: [CH:20]1([O:3][N:4]2[C:9]([CH3:10])([CH3:11])[CH2:8][C:7](=[O:12])[CH2:6][C:5]2([CH3:14])[CH3:13])[CH2:25][CH2:24][CH2:23][CH2:22][CH2:21]1. Given the reactants OO.[OH:3][N:4]1[C:9]([CH3:11])([CH3:10])[CH2:8][C:7](=[O:12])[CH2:6][C:5]1([CH3:14])[CH3:13].CS(O)(=O)=O.[CH2:20]1[CH2:25][CH2:24][CH2:23][CH2:22][CH2:21]1, predict the reaction product. (3) Given the reactants COC[O:4][C:5]1[C:9](/[CH:10]=[CH:11]/[C:12]2[N:13]=[C:14]([N:18]3[CH2:23][CH2:22][N:21]([C:24]([O:26][C:27]([CH3:30])([CH3:29])[CH3:28])=[O:25])[CH2:20][CH2:19]3)[S:15][C:16]=2[CH3:17])=[CH:8][N:7]([C:31]2[CH:36]=[CH:35][CH:34]=[CH:33][CH:32]=2)[N:6]=1.Cl, predict the reaction product. The product is: [OH:4][C:5]1[C:9](/[CH:10]=[CH:11]/[C:12]2[N:13]=[C:14]([N:18]3[CH2:23][CH2:22][N:21]([C:24]([O:26][C:27]([CH3:30])([CH3:29])[CH3:28])=[O:25])[CH2:20][CH2:19]3)[S:15][C:16]=2[CH3:17])=[CH:8][N:7]([C:31]2[CH:32]=[CH:33][CH:34]=[CH:35][CH:36]=2)[N:6]=1. (4) Given the reactants [CH3:1][O:2][C:3]1[CH:4]=[C:5]([CH:9]=[CH:10][CH:11]=1)[C:6](Cl)=[O:7].[CH2:12]([NH:19][C:20]([C:22]1[S:26][C:25]([NH2:27])=[N:24][C:23]=1[CH3:28])=[O:21])[C:13]1[CH:18]=[CH:17][CH:16]=[CH:15][CH:14]=1, predict the reaction product. The product is: [CH2:12]([NH:19][C:20]([C:22]1[S:26][C:25]([NH:27][C:6](=[O:7])[C:5]2[CH:9]=[CH:10][CH:11]=[C:3]([O:2][CH3:1])[CH:4]=2)=[N:24][C:23]=1[CH3:28])=[O:21])[C:13]1[CH:18]=[CH:17][CH:16]=[CH:15][CH:14]=1. (5) Given the reactants [Cl:1][C:2]1[CH:7]=[CH:6][CH:5]=[C:4]([C:8]([F:11])([F:10])[F:9])[C:3]=1[CH2:12][NH2:13].[Br:14][C:15]1[CH:16]=[CH:17][C:18]2[N:19]([CH:21]=[C:22]([C:24](OCC)=[O:25])[N:23]=2)[CH:20]=1, predict the reaction product. The product is: [Br:14][C:15]1[CH:16]=[CH:17][C:18]2[N:19]([CH:21]=[C:22]([C:24]([NH:13][CH2:12][C:3]3[C:4]([C:8]([F:10])([F:11])[F:9])=[CH:5][CH:6]=[CH:7][C:2]=3[Cl:1])=[O:25])[N:23]=2)[CH:20]=1. (6) Given the reactants [Cl:1][C:2]1[CH:3]=[C:4]2[C:9](=[CH:10][CH:11]=1)[CH:8]=[C:7]([S:12](Cl)(=[O:14])=[O:13])[CH:6]=[CH:5]2.[N:16]1[CH:21]=[CH:20][CH:19]=[CH:18]C=1.[NH:22]1[C:26]2[CH:27]=[CH:28][C:29]([C:31]([OH:33])=O)=[CH:30][C:25]=2[N:24]=[N:23]1.F[P-](F)(F)(F)(F)F.N1(OC(N(C)C)=[N+](C)C)C2N=CC=CC=2N=N1.C[N:59]1[CH2:64][CH2:63]O[CH2:61][CH2:60]1, predict the reaction product. The product is: [NH:22]1[C:26]2[CH:27]=[CH:28][C:29]([C:31]([N:16]3[CH2:18][C@H:19]4[C@H:63]5[C@@H:61]([C@H:20]4[CH2:21]3)[CH2:60][N:59]([S:12]([C:7]3[CH:6]=[CH:5][C:4]4[C:9](=[CH:10][CH:11]=[C:2]([Cl:1])[CH:3]=4)[CH:8]=3)(=[O:14])=[O:13])[CH2:64]5)=[O:33])=[CH:30][C:25]=2[N:24]=[N:23]1. (7) Given the reactants Br[C:2]1[CH:7]=[CH:6][C:5]([CH:8]([OH:13])[C:9]([NH:11][CH3:12])=[O:10])=[C:4]([F:14])[CH:3]=1.CC1(C)C(C)(C)OB([C:23]2[CH:24]=[N:25][C:26]([NH2:29])=[N:27][CH:28]=2)O1.C(=O)([O-])[O-].[K+].[K+], predict the reaction product. The product is: [NH2:29][C:26]1[N:27]=[CH:28][C:23]([C:2]2[CH:7]=[CH:6][C:5]([CH:8]([OH:13])[C:9]([NH:11][CH3:12])=[O:10])=[C:4]([F:14])[CH:3]=2)=[CH:24][N:25]=1.